From a dataset of Forward reaction prediction with 1.9M reactions from USPTO patents (1976-2016). Predict the product of the given reaction. (1) Given the reactants [Cl:1][C:2]1[CH:7]=[CH:6][C:5]([CH2:8][N:9]2[CH2:14][CH2:13][N:12](C(OC(C)(C)C)=O)[CH2:11][CH2:10]2)=[C:4]([N:22]2[CH2:26][CH2:25][C@H:24]([CH2:27][O:28][S:29]([C:32]3[CH:37]=[CH:36][C:35]([CH3:38])=[CH:34][CH:33]=3)(=[O:31])=[O:30])[CH2:23]2)[CH:3]=1.CN1CCOCC1.I[Si](C)(C)C, predict the reaction product. The product is: [CH3:38][C:35]1[CH:36]=[CH:37][C:32]([S:29]([O:28][CH2:27][C@H:24]2[CH2:25][CH2:26][N:22]([C:4]3[CH:3]=[C:2]([Cl:1])[CH:7]=[CH:6][C:5]=3[CH2:8][N:9]3[CH2:14][CH2:13][NH:12][CH2:11][CH2:10]3)[CH2:23]2)(=[O:31])=[O:30])=[CH:33][CH:34]=1. (2) Given the reactants [N:1]1([C:8]2[CH:13]=[CH:12][C:11]([N:14]3[CH:23]=[CH:22][C:21]4[C:16](=[CH:17][CH:18]=[C:19]([O:24][CH2:25][C@@H:26]5[CH2:30][CH2:29][CH2:28][O:27]5)[CH:20]=4)[C:15]3=[O:31])=[CH:10][C:9]=2[O:32][CH3:33])[CH2:7][CH2:6][CH2:5][NH:4][CH2:3][CH2:2]1.[CH3:34][C:35]1([CH3:38])[CH2:37][O:36]1, predict the reaction product. The product is: [OH:36][C:35]([CH3:38])([CH3:37])[CH2:34][N:4]1[CH2:5][CH2:6][CH2:7][N:1]([C:8]2[CH:13]=[CH:12][C:11]([N:14]3[CH:23]=[CH:22][C:21]4[C:16](=[CH:17][CH:18]=[C:19]([O:24][CH2:25][C@@H:26]5[CH2:30][CH2:29][CH2:28][O:27]5)[CH:20]=4)[C:15]3=[O:31])=[CH:10][C:9]=2[O:32][CH3:33])[CH2:2][CH2:3]1. (3) Given the reactants [C:1](Cl)(=[O:3])[CH3:2].C(=O)([O-])[O-].[K+].[K+].[F:11][C:12](=[C:17]([F:19])[F:18])[CH2:13][CH2:14][CH2:15][OH:16], predict the reaction product. The product is: [C:1]([O:16][CH2:15][CH2:14][CH2:13][C:12]([F:11])=[C:17]([F:19])[F:18])(=[O:3])[CH3:2]. (4) Given the reactants [N:1]1[CH:6]=[CH:5][CH:4]=[N:3][C:2]=1[N:7]1[CH2:12][CH2:11][N:10]2[CH2:13][CH:14]([CH2:17]OS(C)(=O)=O)[CH2:15][CH2:16][CH:9]2[CH2:8]1.[N-:23]=[N+:24]=[N-:25].[Na+], predict the reaction product. The product is: [N:23]([CH2:17][CH:14]1[CH2:13][N:10]2[CH2:11][CH2:12][N:7]([C:2]3[N:3]=[CH:4][CH:5]=[CH:6][N:1]=3)[CH2:8][CH:9]2[CH2:16][CH2:15]1)=[N+:24]=[N-:25]. (5) Given the reactants [N+:1]([O-:4])([O-])=[O:2].[NH4+].[Ce+4].[N+]([O-])([O-])=O.[N+]([O-])([O-])=O.[N+]([O-])([O-])=O.[N+]([O-])([O-])=O.C[Si](C)(C)[O:25][C:26]([C:28]1[CH:33]=[CH:32][CH:31]=[CH:30][CH:29]=1)=[CH2:27].[OH-].[K+].[N+]([CH:41]([CH3:43])[CH3:42])([O-])=O, predict the reaction product. The product is: [CH3:42][C:41]([N+:1]([O-:4])=[O:2])([CH3:43])[CH2:25][C:26]([C:28]1[CH:33]=[CH:32][CH:31]=[CH:30][CH:29]=1)=[O:27]. (6) Given the reactants [F:1][C:2]1[CH:7]=[CH:6][C:5]([C:8]2[NH:9][C:10]([C:13]([O:15][CH3:16])=[O:14])=[CH:11][N:12]=2)=[CH:4][CH:3]=1.CC(C)([O-])C.[K+].C[N:24](C=O)C.NOP(=O)(C1C=CC=CC=1)C1C=CC=CC=1, predict the reaction product. The product is: [NH2:24][N:9]1[C:10]([C:13]([O:15][CH3:16])=[O:14])=[CH:11][N:12]=[C:8]1[C:5]1[CH:4]=[CH:3][C:2]([F:1])=[CH:7][CH:6]=1. (7) Given the reactants [C:1]([C:3]1[CH:8]=[CH:7][C:6]([CH2:9][CH2:10][CH2:11][N:12]([CH2:18][CH:19]=O)[C:13]([N:15]([CH3:17])[CH3:16])=[O:14])=[CH:5][CH:4]=1)#[N:2].[C:21]([O:25][C:26]([N:28]1[CH2:35][CH:34]2[O:36][CH:30]([CH2:31][NH:32][CH2:33]2)[CH2:29]1)=[O:27])([CH3:24])([CH3:23])[CH3:22].C(O)(=O)C.[BH3-]C#N.[Na+], predict the reaction product. The product is: [C:21]([O:25][C:26]([N:28]1[CH2:29][CH:30]2[O:36][CH:34]([CH2:33][N:32]([CH2:19][CH2:18][N:12]([CH2:11][CH2:10][CH2:9][C:6]3[CH:5]=[CH:4][C:3]([C:1]#[N:2])=[CH:8][CH:7]=3)[C:13]([N:15]([CH3:16])[CH3:17])=[O:14])[CH2:31]2)[CH2:35]1)=[O:27])([CH3:24])([CH3:22])[CH3:23]. (8) Given the reactants P(Br)(Br)[Br:2].[F:5][C:6]1[C:28]([CH:29](O)[CH3:30])=[CH:27][C:9]2[C:10]3[N:14]([CH2:15][CH2:16][O:17][C:8]=2[CH:7]=1)[CH:13]=[C:12]([C:18]1[N:19]([CH:24]([CH3:26])[CH3:25])[N:20]=[C:21]([CH3:23])[N:22]=1)[N:11]=3.O.C([O-])(O)=O.[Na+], predict the reaction product. The product is: [Br:2][CH:29]([C:28]1[C:6]([F:5])=[CH:7][C:8]2[O:17][CH2:16][CH2:15][N:14]3[C:10](=[N:11][C:12]([C:18]4[N:19]([CH:24]([CH3:26])[CH3:25])[N:20]=[C:21]([CH3:23])[N:22]=4)=[CH:13]3)[C:9]=2[CH:27]=1)[CH3:30].